From a dataset of Reaction yield outcomes from USPTO patents with 853,638 reactions. Predict the reaction yield, written as a fraction of the theoretical maximum amount of product (1.0 means a 100% yield; for example, 0.34 means a 34% yield). (1) The reactants are [CH2:1]([O:8][CH2:9][CH:10]([OH:25])[CH2:11][NH:12][C:13]([C:15]1[CH:24]=[CH:23][C:18]([C:19]([O:21][CH3:22])=[O:20])=[CH:17][CH:16]=1)=[O:14])[C:2]1[CH:7]=[CH:6][CH:5]=[CH:4][CH:3]=1.CC(OI1(OC(C)=O)(OC(C)=O)OC(=O)C2C=CC=CC1=2)=O. The catalyst is C(Cl)Cl. The product is [CH2:1]([O:8][CH2:9][C:10](=[O:25])[CH2:11][NH:12][C:13]([C:15]1[CH:16]=[CH:17][C:18]([C:19]([O:21][CH3:22])=[O:20])=[CH:23][CH:24]=1)=[O:14])[C:2]1[CH:3]=[CH:4][CH:5]=[CH:6][CH:7]=1. The yield is 0.870. (2) The reactants are C([O:4][CH2:5][C:6]1[C:7]([N:35]2[CH2:47][CH2:46][N:38]3[C:39]4[CH2:40][CH2:41][CH2:42][CH2:43][C:44]=4[CH:45]=[C:37]3[C:36]2=[O:48])=[N:8][CH:9]=[CH:10][C:11]=1[C:12]1[CH:17]=[C:16]([NH:18][C:19]2[CH:24]=[CH:23][C:22]([C:25]([N:27]3[CH2:32][CH2:31][O:30][CH2:29][CH2:28]3)=[O:26])=[CH:21][N:20]=2)[C:15](=[O:33])[N:14]([CH3:34])[N:13]=1)(=O)C.[OH-].[Li+]. The catalyst is C(O)(C)C.C1COCC1.O. The product is [OH:4][CH2:5][C:6]1[C:7]([N:35]2[CH2:47][CH2:46][N:38]3[C:39]4[CH2:40][CH2:41][CH2:42][CH2:43][C:44]=4[CH:45]=[C:37]3[C:36]2=[O:48])=[N:8][CH:9]=[CH:10][C:11]=1[C:12]1[CH:17]=[C:16]([NH:18][C:19]2[CH:24]=[CH:23][C:22]([C:25]([N:27]3[CH2:32][CH2:31][O:30][CH2:29][CH2:28]3)=[O:26])=[CH:21][N:20]=2)[C:15](=[O:33])[N:14]([CH3:34])[N:13]=1. The yield is 0.620. (3) The reactants are [CH:1]([Si:4]([CH:10]([CH3:12])[CH3:11])([CH:7]([CH3:9])[CH3:8])OC)([CH3:3])[CH3:2].C([Si](C(C)C)(C(C)C)OCCCC)(C)C.[ClH:28]. No catalyst specified. The product is [CH:1]([Si:4]([CH:10]([CH3:12])[CH3:11])([CH:7]([CH3:9])[CH3:8])[Cl:28])([CH3:3])[CH3:2]. The yield is 0.990. (4) The reactants are [C:1]([C:4]1[C:12]2[C:7](=[CH:8][C:9]([Cl:17])=[C:10]([C:13]([O:15]C)=[O:14])[CH:11]=2)[NH:6][CH:5]=1)(=[O:3])[CH3:2]. The catalyst is [OH-].[Na+].O1CCOCC1. The product is [C:1]([C:4]1[C:12]2[C:7](=[CH:8][C:9]([Cl:17])=[C:10]([C:13]([OH:15])=[O:14])[CH:11]=2)[NH:6][CH:5]=1)(=[O:3])[CH3:2]. The yield is 0.960. (5) The reactants are Br[C:2]1[CH:3]=[CH:4][C:5]2[N:6]([CH2:15][CH2:16][O:17][CH2:18][CH2:19][O:20][CH3:21])[C:7]3[C:12]([C:13]=2[CH:14]=1)=[CH:11][CH:10]=[CH:9][CH:8]=3.[Li]CCCC.CN([CH:30]=[O:31])C. The catalyst is C1COCC1. The product is [CH3:21][O:20][CH2:19][CH2:18][O:17][CH2:16][CH2:15][N:6]1[C:5]2[CH:4]=[CH:3][C:2]([CH:30]=[O:31])=[CH:14][C:13]=2[C:12]2[C:7]1=[CH:8][CH:9]=[CH:10][CH:11]=2. The yield is 0.600. (6) The reactants are Cl[C:2]1[C:3]2[CH:10]([CH3:11])[O:9][CH2:8][C:4]=2[N:5]=[CH:6][N:7]=1.[C:12]([N:19]1[CH2:24][CH2:23][NH:22][CH2:21][CH2:20]1)([O:14][C:15]([CH3:18])([CH3:17])[CH3:16])=[O:13].CN1C(=O)CCC1. The catalyst is O.CCOC(C)=O. The product is [CH3:11][CH:10]1[C:3]2[C:2]([N:22]3[CH2:21][CH2:20][N:19]([C:12]([O:14][C:15]([CH3:18])([CH3:17])[CH3:16])=[O:13])[CH2:24][CH2:23]3)=[N:7][CH:6]=[N:5][C:4]=2[CH2:8][O:9]1. The yield is 0.830. (7) The reactants are Cl[C:2]1[C:11]2[C:6](=[CH:7][C:8]([O:17][CH3:18])=[C:9]([O:12][CH2:13][CH2:14][O:15][CH3:16])[CH:10]=2)[N:5]=[C:4]([C:19]2[CH:24]=[CH:23][CH:22]=[C:21]([N+:25]([O-:27])=[O:26])[CH:20]=2)[N:3]=1.[NH2:28][C:29]1[CH:30]=[C:31]2[C:35](=[CH:36][CH:37]=1)[N:34]([C:38]([O-:40])=[O:39])[N:33]=[CH:32]2. The catalyst is C(O)(C)C. The product is [CH3:18][O:17][C:8]1[CH:7]=[C:6]2[C:11]([C:2]([NH:28][C:29]3[CH:30]=[C:31]4[C:35](=[CH:36][CH:37]=3)[N:34]([C:38]([O:40][C:11]([CH3:6])([CH3:2])[CH3:10])=[O:39])[N:33]=[CH:32]4)=[N:3][C:4]([C:19]3[CH:24]=[CH:23][CH:22]=[C:21]([N+:25]([O-:27])=[O:26])[CH:20]=3)=[N:5]2)=[CH:10][C:9]=1[O:12][CH2:13][CH2:14][O:15][CH3:16]. The yield is 0.710.